This data is from Forward reaction prediction with 1.9M reactions from USPTO patents (1976-2016). The task is: Predict the product of the given reaction. (1) Given the reactants [NH2:1][C@@H:2]([CH2:5][CH3:6])[CH2:3][OH:4].[NH2:7][C:8]1[CH:15]=[CH:14][CH:13]=[C:12](F)[C:9]=1[C:10]#[N:11], predict the reaction product. The product is: [NH2:7][C:8]1[CH:15]=[CH:14][CH:13]=[C:12]([O:4][CH2:3][C@@H:2]([NH2:1])[CH2:5][CH3:6])[C:9]=1[C:10]#[N:11]. (2) Given the reactants [CH3:1][O:2][C:3]([C:5]1[S:6][C:7]([CH2:11][OH:12])=[CH:8][C:9]=1[Cl:10])=[O:4].I(O)(=O)(=O)=[O:14], predict the reaction product. The product is: [CH3:1][O:2][C:3]([C:5]1[S:6][C:7]([C:11]([OH:14])=[O:12])=[CH:8][C:9]=1[Cl:10])=[O:4]. (3) Given the reactants [CH3:1][O:2][C:3]([C@@H:5]1[C@@H:9]([CH2:10][C:11]2[CH:16]=[CH:15][C:14]([Cl:17])=[CH:13][CH:12]=2)[CH2:8][NH:7][CH2:6]1)=[O:4].CCN(C(C)C)C(C)C.[C:27](Cl)(=[O:29])[CH3:28], predict the reaction product. The product is: [CH3:1][O:2][C:3]([C@@H:5]1[C@@H:9]([CH2:10][C:11]2[CH:12]=[CH:13][C:14]([Cl:17])=[CH:15][CH:16]=2)[CH2:8][N:7]([C:27](=[O:29])[CH3:28])[CH2:6]1)=[O:4]. (4) Given the reactants [NH2:1][C:2]1[N:6]([C@@H:7]2[CH2:12][CH2:11][CH2:10][NH:9][CH2:8]2)[N:5]=[C:4]([C:13]2[CH:18]=[CH:17][C:16]([O:19][C:20]3[CH:25]=[CH:24][C:23]([F:26])=[CH:22][C:21]=3[F:27])=[CH:15][CH:14]=2)[C:3]=1[C:28]([NH2:30])=[O:29].F[P-](F)(F)(F)(F)F.CN([PH+](N(C)C)N(C)C)C.C(N(CC)C(C)C)(C)C.[C:57](/[CH:59]=[CH:60]/[C:61](O)=[O:62])#[N:58], predict the reaction product. The product is: [NH2:1][C:2]1[N:6]([C@@H:7]2[CH2:12][CH2:11][CH2:10][N:9]([C:61](=[O:62])/[CH:60]=[CH:59]/[C:57]#[N:58])[CH2:8]2)[N:5]=[C:4]([C:13]2[CH:18]=[CH:17][C:16]([O:19][C:20]3[CH:25]=[CH:24][C:23]([F:26])=[CH:22][C:21]=3[F:27])=[CH:15][CH:14]=2)[C:3]=1[C:28]([NH2:30])=[O:29]. (5) Given the reactants [OH:1][C:2]1[CH:10]=[CH:9][C:8]2[N:7]([S:11]([C:14]3[CH:19]=[CH:18][CH:17]=[CH:16][CH:15]=3)(=[O:13])=[O:12])[CH:6]=[C:5]3[CH2:20][CH2:21][N:22](C(OC(C)(C)C)=O)[CH:23]([CH3:24])[C:3]=1[C:4]=23.C([O-])([O-])=O.[K+].[K+].[CH2:38](I)[CH3:39], predict the reaction product. The product is: [CH2:38]([O:1][C:2]1[CH:10]=[CH:9][C:8]2[N:7]([S:11]([C:14]3[CH:19]=[CH:18][CH:17]=[CH:16][CH:15]=3)(=[O:13])=[O:12])[CH:6]=[C:5]3[CH2:20][CH2:21][NH:22][CH:23]([CH3:24])[C:3]=1[C:4]=23)[CH3:39]. (6) Given the reactants [OH:1][C@@H:2]1[C@H:6]2[N:7](C(OCC3C4C=CC=CC=4C4C3=CC=CC=4)=O)[CH2:8][C@@H:9]([CH3:10])[C@H:5]2[O:4][CH2:3]1.O[C@@H]1[C@H]2N(C(OCC3C=CC=CC=3)=O)C[C@@H](C)[C@H]2OC1.[H][H], predict the reaction product. The product is: [CH3:10][C@@H:9]1[CH2:8][NH:7][C@@H:6]2[C@@H:2]([OH:1])[CH2:3][O:4][C@H:5]12.